Task: Regression. Given two drug SMILES strings and cell line genomic features, predict the synergy score measuring deviation from expected non-interaction effect.. Dataset: NCI-60 drug combinations with 297,098 pairs across 59 cell lines (1) Drug 1: CS(=O)(=O)C1=CC(=C(C=C1)C(=O)NC2=CC(=C(C=C2)Cl)C3=CC=CC=N3)Cl. Drug 2: C1=CN(C(=O)N=C1N)C2C(C(C(O2)CO)O)O.Cl. Cell line: NCI-H460. Synergy scores: CSS=33.2, Synergy_ZIP=-7.55, Synergy_Bliss=-8.50, Synergy_Loewe=-38.3, Synergy_HSA=-7.71. (2) Drug 1: CC1CCC2CC(C(=CC=CC=CC(CC(C(=O)C(C(C(=CC(C(=O)CC(OC(=O)C3CCCCN3C(=O)C(=O)C1(O2)O)C(C)CC4CCC(C(C4)OC)O)C)C)O)OC)C)C)C)OC. Drug 2: CC1=C(N=C(N=C1N)C(CC(=O)N)NCC(C(=O)N)N)C(=O)NC(C(C2=CN=CN2)OC3C(C(C(C(O3)CO)O)O)OC4C(C(C(C(O4)CO)O)OC(=O)N)O)C(=O)NC(C)C(C(C)C(=O)NC(C(C)O)C(=O)NCCC5=NC(=CS5)C6=NC(=CS6)C(=O)NCCC[S+](C)C)O. Cell line: K-562. Synergy scores: CSS=18.0, Synergy_ZIP=-2.51, Synergy_Bliss=-1.72, Synergy_Loewe=-8.57, Synergy_HSA=-2.80.